This data is from Forward reaction prediction with 1.9M reactions from USPTO patents (1976-2016). The task is: Predict the product of the given reaction. (1) Given the reactants [C:1]([C:5]1[CH:10]=[CH:9][C:8]([CH2:11][O:12][CH3:13])=[CH:7][C:6]=1[CH2:14][NH2:15])([CH3:4])([CH3:3])[CH3:2].[CH3:16][N:17]1[CH:21]=[C:20]([C:22]2[C:26]([CH3:27])=[C:25]([NH:28][C:29](=O)[O:30]C3C=CC=CC=3)[N:24]([C:38]3[CH:43]=[CH:42][CH:41]=[CH:40][CH:39]=3)[N:23]=2)[CH:19]=[N:18]1, predict the reaction product. The product is: [C:1]([C:5]1[CH:10]=[CH:9][C:8]([CH2:11][O:12][CH3:13])=[CH:7][C:6]=1[CH2:14][NH:15][C:29]([NH:28][C:25]1[N:24]([C:38]2[CH:39]=[CH:40][CH:41]=[CH:42][CH:43]=2)[N:23]=[C:22]([C:20]2[CH:19]=[N:18][N:17]([CH3:16])[CH:21]=2)[C:26]=1[CH3:27])=[O:30])([CH3:4])([CH3:2])[CH3:3]. (2) Given the reactants [Cl:1][C:2]1[C:6]([C:7]([O:9][CH2:10][CH3:11])=[O:8])=[C:5]([CH3:12])[S:4][C:3]=1C(O)=O.Cl, predict the reaction product. The product is: [Cl:1][C:2]1[C:6]([C:7]([O:9][CH2:10][CH3:11])=[O:8])=[C:5]([CH3:12])[S:4][CH:3]=1. (3) Given the reactants [F:1][C:2]1[CH:7]=[CH:6][C:5]([N:8]2[C:16]([C:17]([NH:19][CH3:20])=[O:18])=[C:15]3[C:10]([CH:11]=[C:12]([N:30]([CH3:35])[S:31]([CH3:34])(=[O:33])=[O:32])[C:13](B4OC(C)(C)C(C)(C)O4)=[CH:14]3)=[N:9]2)=[CH:4][CH:3]=1.Cl[C:37]1[CH:38]=[CH:39][C:40]2[N:41]=[CH:42][N:43]3[C:51]4[CH:50]=[CH:49][CH:48]=[C:47]([F:52])[C:46]=4[CH:45]=[C:44]3[C:53]=2[N:54]=1.CC(C1C=C(C(C)C)C(C2C=CC=CC=2P(C2CCCCC2)C2CCCCC2)=C(C(C)C)C=1)C, predict the reaction product. The product is: [F:1][C:2]1[CH:7]=[CH:6][C:5]([N:8]2[C:16]([C:17]([NH:19][CH3:20])=[O:18])=[C:15]3[C:14]([CH:13]=[C:12]([N:30]([CH3:35])[S:31]([CH3:34])(=[O:33])=[O:32])[C:11]([C:37]4[CH:38]=[CH:39][C:40]5[N:41]=[CH:42][N:43]6[C:51]7[CH:50]=[CH:49][CH:48]=[C:47]([F:52])[C:46]=7[CH:45]=[C:44]6[C:53]=5[N:54]=4)=[CH:10]3)=[N:9]2)=[CH:4][CH:3]=1. (4) Given the reactants FC(F)(F)S(O[C:7]1[CH:12]=[CH:11][C:10]([N:13]2[C:19](=[O:20])[C:18]3[C:21]([NH2:25])=[N:22][CH:23]=[N:24][C:17]=3[O:16][C@H:15]([CH3:26])[CH2:14]2)=[CH:9][CH:8]=1)(=O)=O.[Cl:29][C:30]1[CH:31]=[C:32]([CH:39]=[CH:40][C:41]=1B1OC(C)(C)C(C)(C)O1)[CH2:33][NH:34][S:35]([CH3:38])(=[O:37])=[O:36], predict the reaction product. The product is: [NH2:25][C:21]1[C:18]2[C:19](=[O:20])[N:13]([C:10]3[CH:11]=[CH:12][C:7]([C:41]4[CH:40]=[CH:39][C:32]([CH2:33][NH:34][S:35]([CH3:38])(=[O:37])=[O:36])=[CH:31][C:30]=4[Cl:29])=[CH:8][CH:9]=3)[CH2:14][C@@H:15]([CH3:26])[O:16][C:17]=2[N:24]=[CH:23][N:22]=1.